This data is from Reaction yield outcomes from USPTO patents with 853,638 reactions. The task is: Predict the reaction yield, written as a fraction of the theoretical maximum amount of product (1.0 means a 100% yield; for example, 0.34 means a 34% yield). (1) The reactants are [CH2:1]1[C@@H:3]([NH2:4])[C@@H:2]1[C:5]1[CH:10]=[CH:9][CH:8]=[CH:7][CH:6]=1.[CH3:11][CH2:12][OH:13]. The catalyst is [Pd]. The product is [C:5]1([CH2:2][CH2:1][CH2:3][NH:4][C:12]([C:11]2([CH:8]([CH3:9])[CH3:7])[CH2:6][CH2:5][CH2:2][CH2:1][CH2:3]2)=[O:13])[CH:6]=[CH:7][CH:8]=[CH:9][CH:10]=1. The yield is 1.00. (2) The reactants are [CH3:1][C:2]1[CH:3]=[C:4]([CH:6]=[CH:7][C:8]=1[N+:9]([O-:11])=[O:10])[NH2:5].[BH4-].[Na+].O.[F:15][C:16]([F:21])([F:20])[C:17](O)=O. No catalyst specified. The product is [F:15][C:16]([F:21])([F:20])[CH2:17][N:5]([CH2:17][C:16]([F:21])([F:20])[F:15])[C:4]1[CH:6]=[CH:7][C:8]([N+:9]([O-:11])=[O:10])=[C:2]([CH3:1])[CH:3]=1. The yield is 0.820. (3) The reactants are [OH:1][C:2]1[CH:3]=[C:4]([CH:7]=[CH:8][CH:9]=1)[CH:5]=[O:6].[F:10][C:11]1[CH:16]=[CH:15][C:14](Br)=[CH:13][CH:12]=1.C([O-])([O-])=O.[K+].[K+]. The catalyst is N1C=CC=CC=1.[Cu]. The product is [F:10][C:11]1[CH:16]=[CH:15][C:14]([O:1][C:2]2[CH:3]=[C:4]([CH:7]=[CH:8][CH:9]=2)[CH:5]=[O:6])=[CH:13][CH:12]=1. The yield is 0.350. (4) The reactants are [NH2:1][CH:2]([C:8]1[C:13]([Cl:14])=[CH:12][C:11]([Br:15])=[CH:10][N:9]=1)C(OCC)=O. The catalyst is Cl. The product is [ClH:14].[Br:15][C:11]1[CH:12]=[C:13]([Cl:14])[C:8]([CH2:2][NH2:1])=[N:9][CH:10]=1. The yield is 0.650. (5) The reactants are CC(OC(/N=N/C(OC(C)C)=O)=O)C.[CH2:15]([C@H:22]1[C@@H:26]([C@H:27]2[CH2:31][C@H:30]([OH:32])[CH2:29][N:28]2[C:33]([O:35][C:36]([CH3:39])([CH3:38])[CH3:37])=[O:34])[O:25][C:24](=[O:40])[NH:23]1)[C:16]1[CH:21]=[CH:20][CH:19]=[CH:18][CH:17]=1.[C:41]1(O)[CH:46]=[CH:45][CH:44]=[CH:43][CH:42]=1. The catalyst is C1COCC1. The product is [CH2:15]([C@H:22]1[C@@H:26]([C@H:27]2[CH2:31][C@@H:30]([O:32][C:41]3[CH:46]=[CH:45][CH:44]=[CH:43][CH:42]=3)[CH2:29][N:28]2[C:33]([O:35][C:36]([CH3:37])([CH3:39])[CH3:38])=[O:34])[O:25][C:24](=[O:40])[NH:23]1)[C:16]1[CH:21]=[CH:20][CH:19]=[CH:18][CH:17]=1. The yield is 0.230.